From a dataset of Full USPTO retrosynthesis dataset with 1.9M reactions from patents (1976-2016). Predict the reactants needed to synthesize the given product. (1) The reactants are: [NH:1]1[C:9]2[C:4](=[CH:5][CH:6]=[CH:7][C:8]=2[C:10]([O:12][CH3:13])=[O:11])[CH:3]=[CH:2]1.[H-].[H-].[H-].[H-].[Li+].[Al+3]. Given the product [NH:1]1[C:9]2[C:4](=[CH:5][CH:6]=[CH:7][C:8]=2[C:10]([O:12][CH3:13])=[O:11])[CH:3]=[CH:2]1.[NH:1]1[C:9]2[C:4](=[CH:5][CH:6]=[CH:7][C:8]=2[CH2:10][OH:11])[CH:3]=[CH:2]1, predict the reactants needed to synthesize it. (2) Given the product [CH2:33]([N:35]([CH2:36][CH3:37])[C:9]1[C:8]2[C:13](=[CH:14][C:15]([Cl:16])=[C:6]([NH:5][CH2:4][C:3]3[C:2]([CH3:1])=[CH:31][CH:30]=[CH:29][C:28]=3[CH3:32])[CH:7]=2)[N:12]=[C:11]([N:17]2[CH:21]=[C:20]([C:22]([OH:24])=[O:23])[CH:19]=[N:18]2)[N:10]=1)[CH3:34], predict the reactants needed to synthesize it. The reactants are: [CH3:1][C:2]1[CH:31]=[CH:30][CH:29]=[C:28]([CH3:32])[C:3]=1[CH2:4][NH:5][C:6]1[CH:7]=[C:8]2[C:13](=[CH:14][C:15]=1[Cl:16])[N:12]=[C:11]([N:17]1[CH:21]=[C:20]([C:22]([O:24]CC)=[O:23])[CH:19]=[N:18]1)[NH:10][C:9]2=O.[CH2:33]([NH:35][CH2:36][CH3:37])[CH3:34]. (3) Given the product [O:1]1[CH:5]=[CH:4][CH:3]=[C:2]1[C:6]1[CH:7]=[C:8]([C:17]([OH:19])=[O:18])[C:9]2[C:14]([CH3:15])=[N:13][N:12]([CH3:16])[C:10]=2[N:11]=1, predict the reactants needed to synthesize it. The reactants are: [O:1]1[CH:5]=[CH:4][CH:3]=[C:2]1[C:6]1[CH:7]=[C:8]([C:17]([O:19]C)=[O:18])[C:9]2[C:14]([CH3:15])=[N:13][N:12]([CH3:16])[C:10]=2[N:11]=1.Cl. (4) Given the product [CH3:32][O:33][C:34]([C:36]1[C:44]2[C:39](=[CH:40][CH:41]=[CH:42][CH:43]=2)[N:38]([C:14]2[N:15]=[CH:16][C:17]3[C:22]([CH:23]=2)=[CH:21][CH:20]=[CH:19][CH:18]=3)[CH:37]=1)=[O:35], predict the reactants needed to synthesize it. The reactants are: CCCCCCCCCCCC.I[C:14]1[N:15]=[CH:16][C:17]2[C:22]([CH:23]=1)=[CH:21][CH:20]=[CH:19][CH:18]=2.[C@@H]1(N)CCCC[C@H]1N.[CH3:32][O:33][C:34]([C:36]1[C:44]2[C:39](=[CH:40][CH:41]=[CH:42][CH:43]=2)[NH:38][CH:37]=1)=[O:35].P([O-])([O-])([O-])=O.[K+].[K+].[K+]. (5) Given the product [OH:6][CH:5]([C:7]1[N:12]=[CH:11][C:10]([NH:13][C:14]([NH:16][CH2:17][C:18]2[C:19]([N:28]3[CH2:33][CH2:32][CH:31]([CH3:34])[CH2:30][CH2:29]3)=[N:20][C:21]([C:24]([F:26])([F:27])[F:25])=[CH:22][CH:23]=2)=[O:15])=[CH:9][CH:8]=1)[CH2:4][OH:3], predict the reactants needed to synthesize it. The reactants are: CC1(C)[O:6][CH:5]([C:7]2[N:12]=[CH:11][C:10]([NH:13][C:14]([NH:16][CH2:17][C:18]3[C:19]([N:28]4[CH2:33][CH2:32][CH:31]([CH3:34])[CH2:30][CH2:29]4)=[N:20][C:21]([C:24]([F:27])([F:26])[F:25])=[CH:22][CH:23]=3)=[O:15])=[CH:9][CH:8]=2)[CH2:4][O:3]1.